From a dataset of Reaction yield outcomes from USPTO patents with 853,638 reactions. Predict the reaction yield, written as a fraction of the theoretical maximum amount of product (1.0 means a 100% yield; for example, 0.34 means a 34% yield). (1) The reactants are Br[C:2]1[CH:3]=[C:4]([CH:13]=[CH:14][CH:15]=1)[C:5]([C:7]1[CH:12]=[CH:11][CH:10]=[CH:9][CH:8]=1)=[O:6].C1(C)C=CC=CC=1P.C(N(CC)CC)C.[C:31]([O:35][CH3:36])(=[O:34])[CH:32]=[CH2:33]. The catalyst is C([O-])(=O)C.[Pd+2].C([O-])(=O)C.C1(C)C=CC=CC=1P(C1C=CC=CC=1C)C1C=CC=CC=1C.O.C1(C)C=CC=CC=1. The product is [C:5]([C:4]1[CH:3]=[C:2]([CH:15]=[CH:14][CH:13]=1)[CH:33]=[CH:32][C:31]([O:35][CH3:36])=[O:34])(=[O:6])[C:7]1[CH:8]=[CH:9][CH:10]=[CH:11][CH:12]=1. The yield is 0.910. (2) The catalyst is CS(C)=O. The reactants are [CH3:1][O:2][C:3]1[CH:10]=[CH:9][C:6]([CH2:7][NH2:8])=[CH:5][CH:4]=1.[CH2:11]([O:18][C:19]1[CH:28]=[CH:27][C:26]2[C:21](=[CH:22][CH:23]=[C:24](Br)[CH:25]=2)[CH:20]=1)[C:12]1[CH:17]=[CH:16][CH:15]=[CH:14][CH:13]=1.[O-]P([O-])([O-])=O.[K+].[K+].[K+].N1CCC[C@H]1C(O)=O. The yield is 0.270. The product is [CH3:1][O:2][C:3]1[CH:10]=[CH:9][C:6]([CH2:7][NH:8][C:24]2[CH:23]=[CH:22][C:21]3[C:26](=[CH:27][CH:28]=[C:19]([O:18][CH2:11][C:12]4[CH:17]=[CH:16][CH:15]=[CH:14][CH:13]=4)[CH:20]=3)[CH:25]=2)=[CH:5][CH:4]=1. (3) The reactants are [CH3:1][C:2]1[O:6][C:5]([C:7]2[CH:8]=[CH:9][C:10]3[O:14][CH:13]=[C:12]([C:15]#N)[C:11]=3[CH:17]=2)=[N:4][N:3]=1.C(O)=[O:19]. The catalyst is [Ni].O. The product is [CH3:1][C:2]1[O:6][C:5]([C:7]2[CH:8]=[CH:9][C:10]3[O:14][CH:13]=[C:12]([CH:15]=[O:19])[C:11]=3[CH:17]=2)=[N:4][N:3]=1. The yield is 0.550. (4) The reactants are [CH3:1][CH2:2][O:3][CH2:4][CH3:5].[Br:6][C:7]1[CH:8]=[CH:9]C(O)=C([CH:14]=1)C=O.[N+](=C[C:19]([O:21][CH2:22][CH3:23])=[O:20])=[N-].N#N.OS(O)(=O)=O.C([O-])([O-])=O.[Na+].[Na+]. The catalyst is C(Cl)Cl. The product is [Br:6][C:7]1[CH:14]=[CH:5][C:4]2[O:3][CH:2]=[C:1]([C:19]([O:21][CH2:22][CH3:23])=[O:20])[C:9]=2[CH:8]=1. The yield is 0.750. (5) The reactants are Cl.[NH2:2][C@@H:3]1[CH2:12][CH2:11][CH2:10][C:9]2[C:8]([C:13]3[S:17][C:16]([C:18]4[CH:19]=[CH:20][C:21]([O:26][CH:27]([CH3:29])[CH3:28])=[C:22]([CH:25]=4)[C:23]#[N:24])=[N:15][N:14]=3)=[CH:7][CH:6]=[CH:5][C:4]1=2.Br[CH2:31][C:32]([O:34][CH3:35])=[O:33].C([O-])([O-])=O.[K+].[K+]. The catalyst is CC#N.[Cl-].[Na+].O. The product is [C:23]([C:22]1[CH:25]=[C:18]([C:16]2[S:17][C:13]([C:8]3[CH:7]=[CH:6][CH:5]=[C:4]4[C:9]=3[CH2:10][CH2:11][CH2:12][C@H:3]4[NH:2][CH2:31][C:32]([O:34][CH3:35])=[O:33])=[N:14][N:15]=2)[CH:19]=[CH:20][C:21]=1[O:26][CH:27]([CH3:29])[CH3:28])#[N:24]. The yield is 0.820. (6) The product is [C:1]([O:5][C:6]([NH:8][C@@H:9]([CH2:14][CH2:15][O:16][C@@H:17]([C@@H:26]([CH2:39][C:40]1[CH:45]=[CH:44][C:43]([F:46])=[CH:42][CH:41]=1)[C@@H:27]([OH:29])[CH3:28])[CH2:18][CH2:19][C:20]1[CH:25]=[CH:24][CH:23]=[CH:22][CH:21]=1)[C:10]([O:12][CH3:13])=[O:11])=[O:7])([CH3:2])([CH3:3])[CH3:4]. The catalyst is C(Cl)Cl.O. The reactants are [C:1]([O:5][C:6]([NH:8][C@@H:9]([CH2:14][CH2:15][O:16][C@@H:17]([C@@H:26]([CH2:39][C:40]1[CH:45]=[CH:44][C:43]([F:46])=[CH:42][CH:41]=1)[C@@H:27]([O:29]CC1C=CC(OC)=CC=1)[CH3:28])[CH2:18][CH2:19][C:20]1[CH:25]=[CH:24][CH:23]=[CH:22][CH:21]=1)[C:10]([O:12][CH3:13])=[O:11])=[O:7])([CH3:4])([CH3:3])[CH3:2].ClC1C(=O)C(C#N)=C(C#N)C(=O)C=1Cl.[OH-].[Na+]. The yield is 0.960. (7) The reactants are Br[C:2]1[C:10]2[C:9]([NH2:11])=[N:8][CH:7]=[N:6][C:5]=2[N:4]([CH:12]2[CH2:15][O:14][CH2:13]2)[CH:3]=1.[F:16][C:17]1[CH:22]=[CH:21][C:20]([F:23])=[CH:19][C:18]=1[CH2:24][C:25]([N:27]1[C:35]2[C:30](=[CH:31][C:32](B3OC(C)(C)C(C)(C)O3)=[CH:33][CH:34]=2)[CH2:29][CH2:28]1)=[O:26].C([O-])(O)=O.[Na+]. The catalyst is C1C=CC([P]([Pd]([P](C2C=CC=CC=2)(C2C=CC=CC=2)C2C=CC=CC=2)([P](C2C=CC=CC=2)(C2C=CC=CC=2)C2C=CC=CC=2)[P](C2C=CC=CC=2)(C2C=CC=CC=2)C2C=CC=CC=2)(C2C=CC=CC=2)C2C=CC=CC=2)=CC=1.O1CCOCC1. The product is [F:16][C:17]1[CH:22]=[CH:21][C:20]([F:23])=[CH:19][C:18]=1[CH2:24][C:25]([N:27]1[C:35]2[C:30](=[CH:31][C:32]([C:2]3[C:10]4[C:9]([NH2:11])=[N:8][CH:7]=[N:6][C:5]=4[N:4]([CH:12]4[CH2:15][O:14][CH2:13]4)[CH:3]=3)=[CH:33][CH:34]=2)[CH2:29][CH2:28]1)=[O:26]. The yield is 0.618. (8) The reactants are [CH2:1]([C:4]1[C:12]([N:13]([C@H:16]2[CH2:21][CH2:20][C@@H:19]([NH:22][C:23]([O:25][C:26]([CH3:29])([CH3:28])[CH3:27])=[O:24])[CH2:18][CH2:17]2)[CH2:14][CH3:15])=[CH:11][CH:10]=[CH:9][C:5]=1[C:6]([OH:8])=O)[CH:2]=[CH2:3].C1C=CC2N(O)N=NC=2C=1.C(Cl)CCl.CN1CCOCC1.[CH2:51]([C:55]1[CH:60]=[C:59]([CH3:61])[N:58]=[C:57]([O:62][CH3:63])[C:56]=1[CH2:64][NH2:65])[CH2:52][CH:53]=[CH2:54]. The catalyst is CS(C)=O.O. The product is [C:26]([O:25][C:23](=[O:24])[NH:22][C@H:19]1[CH2:18][CH2:17][C@@H:16]([N:13]([C:12]2[CH:11]=[CH:10][CH:9]=[C:5]([C:6](=[O:8])[NH:65][CH2:64][C:56]3[C:57]([O:62][CH3:63])=[N:58][C:59]([CH3:61])=[CH:60][C:55]=3[CH2:51][CH2:52][CH:53]=[CH2:54])[C:4]=2[CH2:1][CH:2]=[CH2:3])[CH2:14][CH3:15])[CH2:21][CH2:20]1)([CH3:29])([CH3:27])[CH3:28]. The yield is 0.743. (9) The reactants are [OH:1][CH2:2][C@@H:3]([NH:10][C:11](=[O:17])[O:12][C:13]([CH3:16])([CH3:15])[CH3:14])[C:4]([N:6]([O:8][CH3:9])[CH3:7])=[O:5].CN(C=O)C.[CH3:23][C:24]([Si:27](Cl)([CH3:29])[CH3:28])([CH3:26])[CH3:25].N1C=CN=C1. The catalyst is CCOC(C)=O. The product is [Si:27]([O:1][CH2:2][C@@H:3]([NH:10][C:11](=[O:17])[O:12][C:13]([CH3:14])([CH3:16])[CH3:15])[C:4]([N:6]([O:8][CH3:9])[CH3:7])=[O:5])([C:24]([CH3:26])([CH3:25])[CH3:23])([CH3:29])[CH3:28]. The yield is 0.930.